Dataset: Full USPTO retrosynthesis dataset with 1.9M reactions from patents (1976-2016). Task: Predict the reactants needed to synthesize the given product. (1) Given the product [CH:13]1([NH:22][C:10]([C:8]2[CH:7]=[CH:6][C:5]3[O:1][CH2:2][O:3][C:4]=3[CH:9]=2)=[O:12])[C:21]2[C:16](=[CH:17][CH:18]=[CH:19][CH:20]=2)[CH2:15][CH2:14]1, predict the reactants needed to synthesize it. The reactants are: [O:1]1[C:5]2[CH:6]=[CH:7][C:8]([C:10]([OH:12])=O)=[CH:9][C:4]=2[O:3][CH2:2]1.[CH:13]1([NH2:22])[C:21]2[C:16](=[CH:17][CH:18]=[CH:19][CH:20]=2)[CH2:15][CH2:14]1. (2) Given the product [CH3:1][N:2]([CH3:8])[CH:3]1[CH2:7][CH2:6][N:5]([C:10]2[CH:15]=[CH:14][C:13]([NH:16][C:33]([NH:35][C:36]3[CH:37]=[CH:53][C:47]([O:40][C:41]4[CH:46]=[CH:45][CH:44]=[CH:43][CH:42]=4)=[CH:48][CH:49]=3)=[O:34])=[CH:12][CH:11]=2)[CH2:4]1, predict the reactants needed to synthesize it. The reactants are: [CH3:1][N:2]([CH3:8])[CH:3]1[CH2:7][CH2:6][NH:5][CH2:4]1.F[C:10]1[CH:15]=[CH:14][C:13]([N+:16]([O-])=O)=[CH:12][CH:11]=1.[H][H].NC1C=CC=CC=1.C1N=CN([C:33]([N:35]2C=N[CH:37]=[CH:36]2)=[O:34])C=1.[O:40]([C:47]1[CH:53]=CC(N)=[CH:49][CH:48]=1)[C:41]1[CH:46]=[CH:45][CH:44]=[CH:43][CH:42]=1. (3) Given the product [F:58][C:2]([F:1])([F:59])[S:3]([O:6][C:7]1[CH:12]=[CH:11][C:10]([C@H:13]2[CH2:14][CH2:15][C@H:16]([N:19]([CH2:51][C:52]3[CH:53]=[CH:54][CH:55]=[CH:56][CH:57]=3)[CH2:20][C@H:21]([OH:50])[CH2:22][O:23][C:24]3[CH:29]=[CH:28][C:27]([O:30][CH2:31][C:32]4[CH:37]=[CH:36][CH:35]=[CH:34][CH:33]=4)=[C:26]([NH:38][S:39]([CH3:42])(=[O:41])=[O:40])[CH:25]=3)[CH2:17][CH2:18]2)=[CH:9][CH:8]=1)(=[O:4])=[O:5], predict the reactants needed to synthesize it. The reactants are: [F:1][C:2]([F:59])([F:58])[S:3]([O:6][C:7]1[CH:12]=[CH:11][C:10]([C@H:13]2[CH2:18][CH2:17][C@H:16]([N:19]([CH2:51][C:52]3[CH:57]=[CH:56][CH:55]=[CH:54][CH:53]=3)[CH2:20][C@H:21]([OH:50])[CH2:22][O:23][C:24]3[CH:29]=[CH:28][C:27]([O:30][CH2:31][C:32]4[CH:37]=[CH:36][CH:35]=[CH:34][CH:33]=4)=[C:26]([N:38](C(OC(C)(C)C)=O)[S:39]([CH3:42])(=[O:41])=[O:40])[CH:25]=3)[CH2:15][CH2:14]2)=[CH:9][CH:8]=1)(=[O:5])=[O:4].ClCCl. (4) The reactants are: [Cl:1][C:2]1[CH:7]=[CH:6][C:5]([NH:8]C(=O)C(C)(C)C)=[CH:4][CH:3]=1.C([Li])CCC.[C:20]1(=[O:26])[O:25][CH:23]([CH3:24])[CH2:22][CH2:21]1. Given the product [NH2:8][C:5]1[CH:4]=[CH:3][C:2]([Cl:1])=[CH:7][C:6]=1[C:20](=[O:26])[CH2:21][CH2:22][CH:23]([OH:25])[CH3:24], predict the reactants needed to synthesize it. (5) Given the product [OH:46][CH:34]([C@@H:33]([NH:32][C:29](=[O:30])[O:10][CH2:9][C:5]1([CH2:4][C:3]2[C:2]([F:1])=[CH:14][CH:13]=[CH:12][C:11]=2[F:15])[CH2:6][CH2:7][CH2:8]1)[CH2:47][CH2:48][CH2:49][CH2:50][NH:51][C:52]([NH:54][CH3:55])=[O:53])[C:35](=[O:36])[NH:37][C@@H:38]([C:40]1[CH:41]=[CH:42][CH:43]=[CH:44][CH:45]=1)[CH3:39], predict the reactants needed to synthesize it. The reactants are: [F:1][C:2]1[CH:14]=[CH:13][CH:12]=[C:11]([F:15])[C:3]=1[CH2:4][C:5]1([CH2:9][OH:10])[CH2:8][CH2:7][CH2:6]1.C(C1([CH2:29][OH:30])CCCCC1)C1C=CC=CC=1.Cl.[NH2:32][C@@H:33]([CH2:47][CH2:48][CH2:49][CH2:50][NH:51][C:52]([NH:54][CH3:55])=[O:53])[CH:34]([OH:46])[C:35]([NH:37][C@@H:38]([C:40]1[CH:45]=[CH:44][CH:43]=[CH:42][CH:41]=1)[CH3:39])=[O:36].Cl.N[C@H](C(O)C(=O)N[C@@H](C1C=CC=CC=1)C)CCCCNC(N1CCOCC1)=O. (6) Given the product [Br:1][C:2]1[CH:8]=[C:7]([CH3:9])[C:5]([NH:6][C:17](=[O:18])[CH2:16][CH:11]2[CH2:15][CH2:14][CH2:13][CH2:12]2)=[C:4]([CH3:10])[CH:3]=1, predict the reactants needed to synthesize it. The reactants are: [Br:1][C:2]1[CH:8]=[C:7]([CH3:9])[C:5]([NH2:6])=[C:4]([CH3:10])[CH:3]=1.[CH:11]1([CH2:16][C:17](Cl)=[O:18])[CH2:15][CH2:14][CH2:13][CH2:12]1.O1CCCC1.C(=O)([O-])[O-].[K+].[K+]. (7) Given the product [CH3:1][O:2][C:3]([C:5]1[CH:6]=[C:7]([N:11]2[C:15](=[O:16])[C:14](=[CH:24][C:23]3[CH:26]=[CH:27][C:28]([OH:29])=[C:21]([O:20][CH2:18][CH3:19])[CH:22]=3)[S:13][C:12]2=[S:17])[CH:8]=[CH:9][CH:10]=1)=[O:4], predict the reactants needed to synthesize it. The reactants are: [CH3:1][O:2][C:3]([C:5]1[CH:6]=[C:7]([N:11]2[C:15](=[O:16])[CH2:14][S:13][C:12]2=[S:17])[CH:8]=[CH:9][CH:10]=1)=[O:4].[CH2:18]([O:20][C:21]1[CH:22]=[C:23]([CH:26]=[CH:27][C:28]=1[OH:29])[CH:24]=O)[CH3:19].C([O-])(=O)C.[NH4+].O. (8) Given the product [Si:16]([O:23][C@H:24]([CH2:25][CH:26]([C:2]1[CH:9]=[C:8]([F:10])[CH:7]=[C:4]([C:5]#[N:6])[CH:3]=1)[OH:36])[CH2:28][NH:27][C:29](=[O:30])[O:31][C:32]([CH3:34])([CH3:33])[CH3:35])([C:19]([CH3:22])([CH3:21])[CH3:20])([CH3:18])[CH3:17], predict the reactants needed to synthesize it. The reactants are: Br[C:2]1[CH:3]=[C:4]([CH:7]=[C:8]([F:10])[CH:9]=1)[C:5]#[N:6].C([Mg]Cl)(C)C.[Si:16]([O:23][C@H:24]1[CH2:28][N:27]([C:29]([O:31][C:32]([CH3:35])([CH3:34])[CH3:33])=[O:30])[C:26](=[O:36])[CH2:25]1)([C:19]([CH3:22])([CH3:21])[CH3:20])([CH3:18])[CH3:17].[BH4-].[Na+].[NH4+].[Cl-]. (9) The reactants are: [C:1]([O:4][C:5]1[CH:10]=[CH:9][C:8]([C:11]2[C:20](=[O:21])[C:19]3[C:14](=[CH:15][C:16]([O:22][C:23](=[O:25])[CH3:24])=[CH:17][CH:18]=3)[O:13][C:12]=2[C:26]2[CH:31]=[CH:30][N:29]=[CH:28][CH:27]=2)=[CH:7][CH:6]=1)(=[O:3])[CH3:2]. Given the product [C:1]([O:4][C:5]1[CH:6]=[CH:7][C:8]([CH:11]2[CH:20]([OH:21])[C:19]3[C:14](=[CH:15][C:16]([O:22][C:23](=[O:25])[CH3:24])=[CH:17][CH:18]=3)[O:13][CH:12]2[C:26]2[CH:31]=[CH:30][N:29]=[CH:28][CH:27]=2)=[CH:9][CH:10]=1)(=[O:3])[CH3:2], predict the reactants needed to synthesize it. (10) Given the product [Cl:23][C:18]1[CH:17]=[C:16]([C:14]2[N:15]=[C:11]([C:9]3[CH:10]=[C:5]([C:3]([OH:2])=[O:4])[C:6]([C:24]4[CH:25]=[CH:26][C:27]([C:30](=[O:31])[NH:37][CH2:36][C:35]5[CH:38]=[CH:39][CH:40]=[CH:41][C:34]=5[F:33])=[CH:28][CH:29]=4)=[CH:7][CH:8]=3)[S:12][CH:13]=2)[CH:21]=[CH:20][C:19]=1[Cl:22], predict the reactants needed to synthesize it. The reactants are: C[O:2][C:3]([C:5]1[C:6]([C:24]2[CH:29]=[CH:28][C:27]([C:30](O)=[O:31])=[CH:26][CH:25]=2)=[CH:7][CH:8]=[C:9]([C:11]2[S:12][CH:13]=[C:14]([C:16]3[CH:21]=[CH:20][C:19]([Cl:22])=[C:18]([Cl:23])[CH:17]=3)[N:15]=2)[CH:10]=1)=[O:4].[F:33][C:34]1[CH:41]=[CH:40][CH:39]=[CH:38][C:35]=1[CH2:36][NH2:37].O.[OH-].[Li+].